Task: Regression. Given two drug SMILES strings and cell line genomic features, predict the synergy score measuring deviation from expected non-interaction effect.. Dataset: NCI-60 drug combinations with 297,098 pairs across 59 cell lines Drug 1: C1=NC2=C(N=C(N=C2N1C3C(C(C(O3)CO)O)O)F)N. Drug 2: COC1=NC(=NC2=C1N=CN2C3C(C(C(O3)CO)O)O)N. Cell line: OVCAR3. Synergy scores: CSS=-3.03, Synergy_ZIP=2.70, Synergy_Bliss=0.530, Synergy_Loewe=-11.4, Synergy_HSA=-7.01.